From a dataset of Forward reaction prediction with 1.9M reactions from USPTO patents (1976-2016). Predict the product of the given reaction. (1) The product is: [NH2:4][C:5]1[N:10]=[CH:9][C:8]([CH:11]=[CH:12][C:13]([OH:15])=[O:14])=[CH:7][CH:6]=1. Given the reactants C([NH:4][C:5]1[N:10]=[CH:9][C:8]([CH:11]=[CH:12][C:13]([OH:15])=[O:14])=[CH:7][CH:6]=1)(=O)C.[OH-].[Na+], predict the reaction product. (2) The product is: [C:1]([O:5][C:6]([N:8]1[C:16]2[C:11](=[CH:12][CH:13]=[C:14]([NH:17][CH2:24][C:25]3[CH:30]=[CH:29][CH:28]=[CH:27][CH:26]=3)[CH:15]=2)[C:10]([C:18]2[CH:23]=[CH:22][CH:21]=[CH:20][CH:19]=2)=[N:9]1)=[O:7])([CH3:4])([CH3:2])[CH3:3]. Given the reactants [C:1]([O:5][C:6]([N:8]1[C:16]2[C:11](=[CH:12][CH:13]=[C:14]([NH2:17])[CH:15]=2)[C:10]([C:18]2[CH:23]=[CH:22][CH:21]=[CH:20][CH:19]=2)=[N:9]1)=[O:7])([CH3:4])([CH3:3])[CH3:2].[CH:24](=O)[C:25]1[CH:30]=[CH:29][CH:28]=[CH:27][CH:26]=1.C(O[BH-](OC(=O)C)OC(=O)C)(=O)C.[Na+].C(O)(=O)C, predict the reaction product. (3) Given the reactants [F:1][C:2]1[CH:22]=[CH:21][C:5]([C:6]([N:8]2[CH2:13][CH2:12][N:11]([C:14]([O:16][C:17]([CH3:20])([CH3:19])[CH3:18])=[O:15])[CH2:10][CH2:9]2)=[O:7])=[CH:4][C:3]=1[OH:23].[CH:24]1([CH2:30][CH2:31]O)[CH2:29][CH2:28][CH2:27][CH2:26][CH2:25]1.C(P(CCCC)CCCC)CCC.N(C(N1CCCCC1)=O)=NC(N1CCCCC1)=O, predict the reaction product. The product is: [CH:24]1([CH2:30][CH2:31][O:23][C:3]2[CH:4]=[C:5]([CH:21]=[CH:22][C:2]=2[F:1])[C:6]([N:8]2[CH2:13][CH2:12][N:11]([C:14]([O:16][C:17]([CH3:19])([CH3:20])[CH3:18])=[O:15])[CH2:10][CH2:9]2)=[O:7])[CH2:29][CH2:28][CH2:27][CH2:26][CH2:25]1. (4) Given the reactants Br[C:2]1[CH:7]=[CH:6][CH:5]=[C:4]([CH:8]([N:10]2[CH2:14][CH2:13][CH2:12][CH2:11]2)[CH3:9])[N:3]=1.[NH2:15][C:16]1[S:17][C:18]([C:24]2[CH:29]=[CH:28][C:27]([F:30])=[CH:26][CH:25]=2)=[CH:19][C:20]=1[C:21]([NH2:23])=[O:22], predict the reaction product. The product is: [F:30][C:27]1[CH:26]=[CH:25][C:24]([C:18]2[S:17][C:16]([NH:15][C:2]3[CH:7]=[CH:6][CH:5]=[C:4]([CH:8]([N:10]4[CH2:14][CH2:13][CH2:12][CH2:11]4)[CH3:9])[N:3]=3)=[C:20]([C:21]([NH2:23])=[O:22])[CH:19]=2)=[CH:29][CH:28]=1.